This data is from Full USPTO retrosynthesis dataset with 1.9M reactions from patents (1976-2016). The task is: Predict the reactants needed to synthesize the given product. (1) Given the product [F:1][C:2]1[C:7]2[CH2:8][CH2:9][CH:10]([N:19]3[CH:23]=[C:22]([C:24]4[CH:29]=[CH:28][C:27]([C:30]5[N:49]=[C:48]([CH3:50])[O:47][N:46]=5)=[CH:26][CH:25]=4)[N:21]=[N:20]3)[C:11](=[O:18])[N:12]([CH2:13][C:14]([F:17])([F:16])[F:15])[C:6]=2[CH:5]=[CH:4][CH:3]=1, predict the reactants needed to synthesize it. The reactants are: [F:1][C:2]1[C:7]2[CH2:8][CH2:9][CH:10]([N:19]3[CH:23]=[C:22]([C:24]4[CH:29]=[CH:28][C:27]([C:30]5C=CN=CC=5)=[CH:26][C:25]=4F)[N:21]=[N:20]3)[C:11](=[O:18])[N:12]([CH2:13][C:14]([F:17])([F:16])[F:15])[C:6]=2[CH:5]=[CH:4][CH:3]=1.C(C1C=CC(C2[N:49]=[C:48]([CH3:50])[O:47][N:46]=2)=CC=1)#C. (2) Given the product [CH2:12]([O:14][CH:15]=[C:4]([C:5]1[CH:6]=[CH:7][N:8]=[CH:9][CH:10]=1)[C:3](=[O:11])[CH2:2][OH:1])[CH3:13], predict the reactants needed to synthesize it. The reactants are: [OH:1][CH2:2][C:3](=[O:11])[CH2:4][C:5]1[CH:10]=[CH:9][N:8]=[CH:7][CH:6]=1.[CH2:12]([O:14][CH:15](OCC)OCC)[CH3:13].C(OC(=O)C)(=O)C. (3) Given the product [CH2:1]([N:8]1[C:16]2[C:11](=[CH:12][CH:13]=[C:14]([O:17][CH2:40][CH2:41][CH2:42][CH2:43][CH2:44][CH3:45])[CH:15]=2)[C:10]([C:18]([NH:20][CH2:21][C:22]2[CH:27]=[CH:26][C:25]([F:28])=[C:24]([F:29])[CH:23]=2)=[O:19])=[C:9]1[CH:30]([CH3:32])[CH3:31])[C:2]1[CH:7]=[CH:6][CH:5]=[CH:4][CH:3]=1, predict the reactants needed to synthesize it. The reactants are: [CH2:1]([N:8]1[C:16]2[C:11](=[CH:12][CH:13]=[C:14]([OH:17])[CH:15]=2)[C:10]([C:18]([NH:20][CH2:21][C:22]2[CH:27]=[CH:26][C:25]([F:28])=[C:24]([F:29])[CH:23]=2)=[O:19])=[C:9]1[CH:30]([CH3:32])[CH3:31])[C:2]1[CH:7]=[CH:6][CH:5]=[CH:4][CH:3]=1.C([O-])([O-])=O.[K+].[K+].I[CH2:40][CH2:41][CH2:42][CH2:43][CH2:44][CH3:45]. (4) The reactants are: C(OC([N:8]1[CH2:12][CH2:11][CH2:10][N:9]1[C:13]([O:15][CH2:16][C:17]1[CH:22]=[CH:21][C:20]([N+:23]([O-:25])=[O:24])=[CH:19][CH:18]=1)=[O:14])=O)(C)(C)C.C(O)(C(F)(F)F)=O.C(OCC)C. Given the product [N+:23]([C:20]1[CH:19]=[CH:18][C:17]([CH2:16][O:15][C:13]([N:9]2[CH2:10][CH2:11][CH2:12][NH:8]2)=[O:14])=[CH:22][CH:21]=1)([O-:25])=[O:24], predict the reactants needed to synthesize it. (5) Given the product [CH3:1][C:2]1[N:7]=[C:6]([C:8]2[CH:13]=[CH:12][CH:11]=[C:10]([C:14]3[CH:15]=[C:16]([NH:20][S:32]([CH3:31])(=[O:34])=[O:33])[CH:17]=[CH:18][CH:19]=3)[N:9]=2)[CH:5]=[C:4]([C:21]2[CH:26]=[CH:25][C:24]([C:27]([F:28])([F:30])[F:29])=[CH:23][CH:22]=2)[CH:3]=1, predict the reactants needed to synthesize it. The reactants are: [CH3:1][C:2]1[N:7]=[C:6]([C:8]2[CH:13]=[CH:12][CH:11]=[C:10]([C:14]3[CH:15]=[C:16]([NH2:20])[CH:17]=[CH:18][CH:19]=3)[N:9]=2)[CH:5]=[C:4]([C:21]2[CH:26]=[CH:25][C:24]([C:27]([F:30])([F:29])[F:28])=[CH:23][CH:22]=2)[CH:3]=1.[CH3:31][S:32](Cl)(=[O:34])=[O:33]. (6) The reactants are: [CH2:1]([N:5]([C:20]1[CH:25]=[CH:24][C:23]([O:26][CH3:27])=[CH:22][CH:21]=1)[S:6]([C:9]1[C:14]([F:15])=[C:13]([F:16])[C:12]([F:17])=[C:11]([F:18])[C:10]=1[F:19])(=[O:8])=[O:7])[CH2:2][CH:3]=[CH2:4].B.C1C[O:32]CC1.O.B(O[O-])=O.[Na+]. Given the product [OH:32][CH2:4][CH2:3][CH2:2][CH2:1][N:5]([C:20]1[CH:21]=[CH:22][C:23]([O:26][CH3:27])=[CH:24][CH:25]=1)[S:6]([C:9]1[C:10]([F:19])=[C:11]([F:18])[C:12]([F:17])=[C:13]([F:16])[C:14]=1[F:15])(=[O:7])=[O:8], predict the reactants needed to synthesize it.